This data is from Full USPTO retrosynthesis dataset with 1.9M reactions from patents (1976-2016). The task is: Predict the reactants needed to synthesize the given product. Given the product [Cl:1][C:2]1[CH:3]=[CH:4][C:5]([C:8]2[CH:12]=[C:11]([C:13]([F:15])([F:16])[F:14])[N:10]([CH2:27][C:28]3[CH:33]=[CH:32][C:31]([F:34])=[CH:30][CH:29]=3)[C:9]=2[C:17]([N:19]([CH2:20][C:21]([CH3:22])([CH3:24])[CH3:23])[CH3:25])=[O:18])=[CH:6][CH:7]=1, predict the reactants needed to synthesize it. The reactants are: [Cl:1][C:2]1[CH:7]=[CH:6][C:5]([C:8]2[CH:12]=[C:11]([C:13]([F:16])([F:15])[F:14])[NH:10][C:9]=2[C:17]([N:19]([CH3:25])[CH2:20][C:21]([CH3:24])([CH3:23])[CH3:22])=[O:18])=[CH:4][CH:3]=1.Br[CH2:27][C:28]1[CH:33]=[CH:32][C:31]([F:34])=[CH:30][CH:29]=1.C([O-])([O-])=O.[Cs+].[Cs+].